From a dataset of Experimentally validated miRNA-target interactions with 360,000+ pairs, plus equal number of negative samples. Binary Classification. Given a miRNA mature sequence and a target amino acid sequence, predict their likelihood of interaction. (1) The miRNA is hsa-miR-6731-5p with sequence UGGGAGAGCAGGGUAUUGUGGA. The protein sequence of the target gene is MLRLGLCAAALLCVCRPGAVRADCWLIEGDKGYVWLAICSQNQPPYETIPQHINSTVHDLRLNENKLKAVLYSSLNRFGNLTDLNLTKNEISYIEDGAFLGQSSLQVLQLGYNKLSNLTEGMLRGMSRLQFLFVQHNLIEVVTPTAFSECPSLISIDLSSNRLSRLDGATFASLASLMVCELAGNPFNCECDLFGFLAWLVVFNNVTKNYDRLQCESPREFAGYPLLVPRPYHSLNAITVLQAKCRNGSLPARPVSHPTPYSTDAQREPDENSGFNPDEILSVEPPASSTTDASAGPAIK.... Result: 1 (interaction). (2) The miRNA is hsa-miR-3668 with sequence AAUGUAGAGAUUGAUCAAAAU. The protein sequence of the target gene is MQPASAKWYDRRDYVFIEFCVEDSKDVNVNFEKSKLTFSCLGGSDNFKHLNEIDLFHCIDPNDSKHKRTDRSILCCLRKGESGQSWPRLTKERAKLNWLSVDFNNWKDWEDDSDEDMSNFDRFSEMMNNMGGDEDVDLPEVDGADDDSQDSDDEKMPDLE. Result: 1 (interaction). (3) The miRNA is mmu-miR-410-3p with sequence AAUAUAACACAGAUGGCCUGU. The protein sequence of the target gene is MSNELDFRSVRLLKNDPVSFQKFPYSNEDEAWKTYLENPLTAATKAMMRVNGDEESVAALSFLYDYYMGPKEKRILSSSTGGRNDQGKKFYHSMDYEPDLAPLESPTHLMKFLTENVSGSPDYTDQLKKNNLLGLEGVLPTPGKTNTVPPGPSKLEASSMDSYLLPASDIYDNGSLNSLFESIHGVPPTQRWQPDSTFKDDPQESLLFPDILKTSPDPPCPEDYPGLKSDFEYTLGSPKAIHIKAGESPMAYLNKGQFYPVTLRTPAGGKGLALSSSKVKSVVMVVFDNDKVPVEQLRFW.... Result: 1 (interaction). (4) The miRNA is hsa-miR-4745-5p with sequence UGAGUGGGGCUCCCGGGACGGCG. The protein sequence of the target gene is MAAATLTSKLYSLLFRRTSTFALTIIVGVMFFERAFDQGADAIYDHINEGKLWKHIKHKYENK. Result: 0 (no interaction). (5) The miRNA is mmu-miR-142a-5p with sequence CAUAAAGUAGAAAGCACUACU. The protein sequence of the target gene is MPSPRPVLLRGARAALLLLLPPRLLARPSLLLRRSLSAASCPPISLPAAASRSSMDGAGAEEVLAPLRLAVRQQGDLVRKLKEDKAPQVDVDKAVAELKARKRVLEAKELALQPKDDIVDRAKMEDTLKRRFFYDQAFAIYGGVSGLYDFGPVGCALKNNIIQTWRQHFIQEEQILEIDCTMLTPEPVLKTSGHVDKFADFMVKDVKNGECFRADHLLKAHLQKLMSDKKCSVEKKSEMESVLAQLDNYGQQELADLFVNYNVKSPITGNDLSPPVSFNLMFKTFIGPGGNMPGYLRPET.... Result: 0 (no interaction). (6) The miRNA is hsa-miR-6829-5p with sequence UGGGCUGCUGAGAAGGGGCA. The protein sequence of the target gene is MTDRYTIHSQLEHLQSKYIGTGHADTTKWEWLVNQHRDSYCSYMGHFDLLNYFAIAENESKARVRFNLMEKMLQPCGPPADKPEEN. Result: 0 (no interaction). (7) The miRNA is hsa-miR-874-3p with sequence CUGCCCUGGCCCGAGGGACCGA. The protein sequence of the target gene is MAVSVTPIRDTKWLTLEVCREFQRGTCSRPDTECKFAHPSKSCQVENGRVIACFDSLKGRCSRENCKYLHPPPHLKTQLEINGRNNLIQQKNMAMLAQQMQLANAMMPGAPLQPVPMFSVAPSLATSASAAFNPYLGPVSPSLVPAEILPTAPMLVTGNPGVPVPAAAAAAAQKLMRTDRLEVCREYQRGNCNRGENDCRFAHPADSTMIDTNDNTVTVCMDYIKGRCSREKCKYFHPPAHLQAKIKAAQYQVNQAAAAQAAATAAAMGIPQAVLPPLPKRPALEKTNGATAVFNTGIFQ.... Result: 0 (no interaction). (8) Result: 1 (interaction). The protein sequence of the target gene is MNGLEAALPSLTDNSSLAYSEQCGQETPLENMLFACFYLLDFILAFVGNALALWLFIWDHKSGTPANVFLMHLAVADLSCVLVLPTRLVYHFSGNHWPFGEIPCRLTGFLFYLNMYASIYFLTCISADRFLAIVHPVKSLKLRRPLYAHLACAFLWIVVAVAMAPLLVSPQTVQTNHTVVCLQLYREKASHHALASLAVAFTFPFITTVTCYLLIIRSLRQGPRIEKHLKNKAVRMIAMVLAIFLICFVPYHIHRSVYVLHYRGGGTSCAAQRALALGNRITSCLTSLNGALDPVMYFFV.... The miRNA is mmu-miR-149-5p with sequence UCUGGCUCCGUGUCUUCACUCCC. (9) The miRNA is hsa-miR-335-5p with sequence UCAAGAGCAAUAACGAAAAAUGU. The protein sequence of the target gene is MSQPPLLPASAETRKFTRALSKPGTAAELRQSVSEVVRGSVLLAKPKLIEPLDYENVIVQKKTQILNDCLREMLLFPYDDFQTAILRRQGRYICSTVPAKAEEEAQSLFVTECIKTYNSDWHLVNYKYEDYSGEFRQLPNKVVKLDKLPVHVYEVDEEVDKDEDAASLGSQKGGITKHGWLYKGNMNSAISVTMRSFKRRFFHLIQLGDGSYNLNFYKDEKISKEPKGSIFLDSCMGVVQNNKVRRFAFELKMQDKSSYLLAADSEVEMEEWITILNKILQLNFEAAMQEKRNGDSHEDD.... Result: 1 (interaction).